From a dataset of Forward reaction prediction with 1.9M reactions from USPTO patents (1976-2016). Predict the product of the given reaction. (1) Given the reactants [NH2:1][C:2]1[C:3]([C:9]([OH:11])=O)=[N:4][C:5]([Br:8])=[CH:6][N:7]=1.[CH3:12][C:13]1[CH:17]=[CH:16][S:15][C:14]=1[C:18]([NH:20][NH2:21])=[O:19].CCN(CC)CC.CN(C(ON1N=NC2C=CC=CC1=2)=[N+](C)C)C.[B-](F)(F)(F)F, predict the reaction product. The product is: [NH2:1][C:2]1[C:3]([C:9]([NH:21][NH:20][C:18]([C:14]2[S:15][CH:16]=[CH:17][C:13]=2[CH3:12])=[O:19])=[O:11])=[N:4][C:5]([Br:8])=[CH:6][N:7]=1. (2) Given the reactants NC1C=CC(C(OC)=O)=C(Cl)C=1[C:13]#[C:14][Si:15]([CH3:18])([CH3:17])[CH3:16].[NH2:19][C:20]1[C:29]([CH3:30])=[CH:28][C:23]([C:24]([O:26][CH3:27])=[O:25])=[C:22]([C:31]([F:34])([F:33])[F:32])[C:21]=1I.NC1C=CC(C(OC)=O)=C(Cl)C=1I.NC1C(I)=CC(C(OC)=O)=C(Cl)C=1, predict the reaction product. The product is: [NH2:19][C:20]1[C:29]([CH3:30])=[CH:28][C:23]([C:24]([O:26][CH3:27])=[O:25])=[C:22]([C:31]([F:34])([F:33])[F:32])[C:21]=1[C:13]#[C:14][Si:15]([CH3:18])([CH3:17])[CH3:16].